Dataset: Full USPTO retrosynthesis dataset with 1.9M reactions from patents (1976-2016). Task: Predict the reactants needed to synthesize the given product. (1) Given the product [Cl:1][C:2]1[C:7]([Cl:8])=[CH:6][CH:5]=[CH:4][C:3]=1[C:9]([N:11]1[CH2:16][CH2:15][C:14]2[N:17]([C:20]3[CH:25]=[C:24]([CH3:26])[CH:23]=[CH:22][N:21]=3)[N:18]=[N:19][C:13]=2[CH:12]1[CH3:27])=[O:10], predict the reactants needed to synthesize it. The reactants are: [Cl:1][C:2]1[C:7]([Cl:8])=[CH:6][CH:5]=[CH:4][C:3]=1[C:9]([N:11]1[CH:16]=[CH:15][C:14]2[N:17]([C:20]3[CH:25]=[C:24]([CH3:26])[CH:23]=[CH:22][N:21]=3)[N:18]=[N:19][C:13]=2[CH:12]1[CH3:27])=[O:10].ClC1C(C(F)(F)F)=CC=CC=1C(N1C=CC2N(C3C(C)=CC(C)=CN=3)N=NC=2C1C)=O. (2) Given the product [CH:1]1([CH2:7][CH:8]([C:11]2[C:19]3[C:14](=[CH:15][C:16]([OH:20])=[CH:17][CH:18]=3)[NH:13][N:12]=2)[C:9]#[N:10])[CH2:6][CH2:5][CH2:4][CH2:3][CH2:2]1, predict the reactants needed to synthesize it. The reactants are: [CH:1]1([CH2:7][CH:8]([C:11]2[C:19]3[C:14](=[CH:15][C:16]([O:20]C)=[CH:17][CH:18]=3)[NH:13][N:12]=2)[C:9]#[N:10])[CH2:6][CH2:5][CH2:4][CH2:3][CH2:2]1.B(Br)(Br)Br.C(Cl)Cl.C([O-])(O)=O.[Na+].